From a dataset of Forward reaction prediction with 1.9M reactions from USPTO patents (1976-2016). Predict the product of the given reaction. (1) Given the reactants [CH2:1]([N:8]1[CH2:17][CH2:16][C:11]2([O:15][CH2:14][CH2:13][O:12]2)[CH:10]([C:18]([O:20]CC)=[O:19])[CH2:9]1)[C:2]1[CH:7]=[CH:6][CH:5]=[CH:4][CH:3]=1.[OH-].[K+].Cl, predict the reaction product. The product is: [CH2:1]([N:8]1[CH2:17][CH2:16][C:11]2([O:12][CH2:13][CH2:14][O:15]2)[CH:10]([C:18]([OH:20])=[O:19])[CH2:9]1)[C:2]1[CH:7]=[CH:6][CH:5]=[CH:4][CH:3]=1. (2) The product is: [CH2:9]([O:16][C:17](=[O:20])[CH2:18][N:1]1[CH2:5][CH2:4][CH2:3][C:2]1=[O:6])[C:10]1[CH:15]=[CH:14][CH:13]=[CH:12][CH:11]=1. Given the reactants [NH:1]1[CH2:5][CH2:4][CH2:3][C:2]1=[O:6].[H-].[Na+].[CH2:9]([O:16][C:17](=[O:20])[CH2:18]Br)[C:10]1[CH:15]=[CH:14][CH:13]=[CH:12][CH:11]=1, predict the reaction product. (3) Given the reactants [OH:1][CH:2]1[CH2:5][N:4]([C:6](=[O:17])[CH2:7][C:8]2[CH:13]=[CH:12][CH:11]=[C:10]([N+:14]([O-])=O)[CH:9]=2)[CH2:3]1, predict the reaction product. The product is: [NH2:14][C:10]1[CH:9]=[C:8]([CH2:7][C:6]([N:4]2[CH2:3][CH:2]([OH:1])[CH2:5]2)=[O:17])[CH:13]=[CH:12][CH:11]=1. (4) Given the reactants Br[C:2]1[N:7]=[C:6]([O:8][CH3:9])[C:5]([NH2:10])=[CH:4][CH:3]=1.[CH3:11][N:12]1[CH:16]=[CH:15][N:14]=[C:13]1[CH3:17].C(O)(=O)C(C)(C)C.F[B-](F)(F)F.C1(P(C2CCCCC2)C2CCCCC2)CCCCC1.C(=O)([O-])[O-].[K+].[K+], predict the reaction product. The product is: [CH3:11][N:12]1[C:16]([C:2]2[N:7]=[C:6]([O:8][CH3:9])[C:5]([NH2:10])=[CH:4][CH:3]=2)=[CH:15][N:14]=[C:13]1[CH3:17]. (5) Given the reactants [NH:1]([C:11]([CH3:13])=[O:12])[CH2:2][C:3]([NH:5][C@H:6]([C:8](O)=[O:9])[CH3:7])=[O:4].C1CN([P+](ON2N=NC3[CH:34]=[CH:35][CH:36]=[CH:37][C:32]2=3)(N2CCCC2)N2CCCC2)CC1.F[P-](F)(F)(F)(F)F.[CH:47]1[CH:48]=[CH:49][C:50]2N(O)N=[N:53][C:51]=2C=1.[OH2:57].CN1[CH2:64][CH2:63][O:62][CH2:61][CH2:60]1.C1C=[CH:67][C:68]2[N:73](O)N=NC=2C=1.[OH2:75].C[N:77]([CH:79]=[O:80])[CH3:78], predict the reaction product. The product is: [CH3:32][C:37]1[C:36]2[CH:35]=[CH:34][C:78]([NH:77][C:79]([C@@H:51]([NH:53][C:8]([C@@H:6]([NH:5][C:3]([CH2:2][NH:1][C:11]([CH3:13])=[O:12])=[O:4])[CH3:7])=[O:9])[CH2:50][CH2:49][CH2:48][CH2:47][NH:73][C:68]([CH3:67])=[O:75])=[O:80])=[CH:60][C:61]=2[O:62][C:63](=[O:57])[CH:64]=1. (6) Given the reactants [Br:1][C:2]1[CH:7]=[CH:6][CH:5]=[C:4]([N+:8]([O-])=O)[C:3]=1[Cl:11], predict the reaction product. The product is: [Br:1][C:2]1[C:3]([Cl:11])=[C:4]([CH:5]=[CH:6][CH:7]=1)[NH2:8].